This data is from Reaction yield outcomes from USPTO patents with 853,638 reactions. The task is: Predict the reaction yield, written as a fraction of the theoretical maximum amount of product (1.0 means a 100% yield; for example, 0.34 means a 34% yield). The yield is 0.560. The catalyst is ClCCl. The product is [O:1]1[CH2:6][CH2:5][N:4]([CH2:7][C:8]2[N:13]=[CH:12][C:11]([NH2:14])=[CH:10][CH:9]=2)[CH2:3][CH2:2]1. The reactants are [O:1]1[CH2:6][CH2:5][N:4]([CH2:7][C:8]2[N:13]=[CH:12][C:11]([NH:14]C(=O)OC(C)(C)C)=[CH:10][CH:9]=2)[CH2:3][CH2:2]1.C(O)(C(F)(F)F)=O.